Dataset: Peptide-MHC class I binding affinity with 185,985 pairs from IEDB/IMGT. Task: Regression. Given a peptide amino acid sequence and an MHC pseudo amino acid sequence, predict their binding affinity value. This is MHC class I binding data. (1) The peptide sequence is KRQQELLRLT. The MHC is Mamu-B03 with pseudo-sequence Mamu-B03. The binding affinity (normalized) is 0.926. (2) The MHC is HLA-B18:01 with pseudo-sequence HLA-B18:01. The peptide sequence is GKLDPTNTL. The binding affinity (normalized) is 0.0847. (3) The peptide sequence is VPAMFTAAL. The MHC is HLA-C05:01 with pseudo-sequence HLA-C05:01. The binding affinity (normalized) is 0.0847. (4) The peptide sequence is KFNPMKTYI. The MHC is HLA-A31:01 with pseudo-sequence HLA-A31:01. The binding affinity (normalized) is 0.662. (5) The peptide sequence is QAEVEWKFY. The MHC is HLA-A29:02 with pseudo-sequence HLA-A29:02. The binding affinity (normalized) is 0.124. (6) The peptide sequence is ALTAGAGAY. The MHC is HLA-B15:01 with pseudo-sequence HLA-B15:01. The binding affinity (normalized) is 0.435.